The task is: Regression. Given a peptide amino acid sequence and an MHC pseudo amino acid sequence, predict their binding affinity value. This is MHC class I binding data.. This data is from Peptide-MHC class I binding affinity with 185,985 pairs from IEDB/IMGT. (1) The peptide sequence is TQVKELGIAI. The MHC is HLA-A01:01 with pseudo-sequence HLA-A01:01. The binding affinity (normalized) is 0. (2) The peptide sequence is GLRALRETL. The MHC is HLA-A02:03 with pseudo-sequence HLA-A02:03. The binding affinity (normalized) is 0.564. (3) The peptide sequence is AIFLTTLSR. The MHC is HLA-A03:01 with pseudo-sequence HLA-A03:01. The binding affinity (normalized) is 0.619.